This data is from Drug-target binding data from BindingDB using IC50 measurements. The task is: Regression. Given a target protein amino acid sequence and a drug SMILES string, predict the binding affinity score between them. We predict pIC50 (pIC50 = -log10(IC50 in M); higher means more potent). Dataset: bindingdb_ic50. (1) The compound is Cc1ncsc1C(=O)Nc1ccc(-n2nc(C(F)(F)F)cc2C2CC2)cc1. The target protein (Q9BSW2) has sequence MAAPDGRVVSRPQRLGQGSGQGPKGSGACLHPLDSLEQKETQEQTSGQLVMLRKAQEFFQTCDAEGKGFIARKDMQRLHKELPLSLEELEDVFDALDADGNGYLTPQEFTTGFSHFFFSQNNPSQEDAGEQVAQRHEEKVYLSRGDEDLGDMGEDEEAQFRMLMDRLGAQKVLEDESDVKQLWLQLKKEEPHLLSNFEDFLTRIISQLQEAHEEKNELECALKRKIAAYDEEIQHLYEEMEQQIKSEKEQFLLKDTERFQARSQELEQKLLCKEQELEQLTQKQKRLEGQCTALHHDKHETKAENTKLKLTNQELARELERTSWELQDAQQQLESLQQEACKLHQEKEMEVYRVTESLQREKAGLLKQLDFLRCVGGHWPVLRAPPRSLGSEGPV. The pIC50 is 7.1. (2) The compound is COc1ccc(CCNC(=O)c2cc(Oc3c(Br)cc(CC(=O)O)cc3Br)ccc2O)cc1. The target protein (P10828) has sequence MTPNSMTENGLTAWDKPKHCPDREHDWKLVGMSEACLHRKSHSERRSTLKNEQSSPHLIQTTWTSSIFHLDHDDVNDQSVSSAQTFQTEEKKCKGYIPSYLDKDELCVVCGDKATGYHYRCITCEGCKGFFRRTIQKNLHPSYSCKYEGKCVIDKVTRNQCQECRFKKCIYVGMATDLVLDDSKRLAKRKLIEENREKRRREELQKSIGHKPEPTDEEWELIKTVTEAHVATNAQGSHWKQKRKFLPEDIGQAPIVNAPEGGKVDLEAFSHFTKIITPAITRVVDFAKKLPMFCELPCEDQIILLKGCCMEIMSLRAAVRYDPESETLTLNGEMAVTRGQLKNGGLGVVSDAIFDLGMSLSSFNLDDTEVALLQAVLLMSSDRPGLACVERIEKYQDSFLLAFEHYINYRKHHVTHFWPKLLMKVTDLRMIGACHASRFLHMKVECPTELFPPLFLEVFED. The pIC50 is 8.3. (3) The small molecule is N[C@@H]1C[C@H]1c1ccc(NC(=O)c2ccccc2)cc1. The target protein (Q8NB78) has sequence MATPRGRTKKKASFDHSPDSLPLRSSGRQAKKKATETTDEDEDGGSEKKYRKCEKAGCTATCPVCFASASERCAKNGYTSRWYHLSCGEHFCNECFDHYYRSHKDGYDKYTTWKKIWTSNGKTEPSPKAFMADQQLPYWVQCTKPECRKWRQLTKEIQLTPQIAKTYRCGMKPNTAIKPETSDHCSLPEDLRVLEVSNHWWYSMLILPPLLKDSVAAPLLSAYYPDCVGMSPSCTSTNRAAATGNASPGKLEHSKAALSVHVPGMNRYFQPFYQPNECGKALCVRPDVMELDELYEFPEYSRDPTMYLALRNLILALWYTNCKEALTPQKCIPHIIVRGLVRIRCVQEVERILYFMTRKGLINTGVLSVGADQYLLPKDYHNKSVIIIGAGPAGLAAARQLHNFGIKVTVLEAKDRIGGRVWDDKSFKGVTVGRGAQIVNGCINNPVALMCEQLGISMHKFGERCDLIQEGGRITDPTIDKRMDFHFNALLDVVSEWRKD.... The pIC50 is 4.2. (4) The compound is C=C[C@@]1(C)CC(=O)[C@@]2(O)[C@](C)(O1)[C@@H](OC(C)=O)[C@@H](OC(=O)NCCC(C)(C)C)[C@H]1C(C)(C)CC[C@H](O)[C@@]12C. The target protein (Q08828) has sequence MAGAPRGGGGGGGGAGEPGGAERAAGTSRRRGLRACDEEFACPELEALFRGYTLRLEQAATLKALAVLSLLAGALALAELLGAPGPAPGLAKGSHPVHCVLFLALLVVTNVRSLQVPQLQQVGQLALLFSLTFALLCCPFALGGPARGSAGAAGGPATAEQGVWQLLLVTFVSYALLPVRSLLAIGFGLVVAASHLLVTATLVPAKRPRLWRTLGANALLFVGVNMYGVFVRILTERSQRKAFLQARSCIEDRLRLEDENEKQERLLMSLLPRNVAMEMKEDFLKPPERIFHKIYIQRHDNVSILFADIVGFTGLASQCTAQELVKLLNELFGKFDELATENHCRRIKILGDCYYCVSGLTQPKTDHAHCCVEMGLDMIDTITSVAEATEVDLNMRVGLHTGRVLCGVLGLRKWQYDVWSNDVTLANVMEAAGLPGKVHITKTTLACLNGDYEVEPGYGHERNSFLKTHNIETFFIVPSHRRKIFPGLILSDIKPAKRMK.... The pIC50 is 6.6.